From a dataset of Full USPTO retrosynthesis dataset with 1.9M reactions from patents (1976-2016). Predict the reactants needed to synthesize the given product. (1) Given the product [Cl:1][C:2]1[C:3]([OH:13])=[C:4]([CH:8]=[C:9]([Cl:12])[C:10]=1[OH:11])[CH2:5][Cl:16], predict the reactants needed to synthesize it. The reactants are: [Cl:1][C:2]1[C:3]([OH:13])=[C:4]([CH:8]=[C:9]([Cl:12])[C:10]=1[OH:11])[C:5](O)=O.S(Cl)([Cl:16])=O. (2) Given the product [Br:1][C:2]1[CH:7]=[C:6]([CH:5]=[CH:4][C:3]=1[O:10][CH3:11])[CH2:8][C:20]1[CH:25]=[CH:24][C:23]([NH:26][C:27]([NH2:29])=[O:28])=[CH:22][CH:21]=1, predict the reactants needed to synthesize it. The reactants are: [Br:1][C:2]1[CH:7]=[C:6]([CH2:8]Br)[CH:5]=[CH:4][C:3]=1[O:10][CH3:11].CC1(C)C(C)(C)OB([C:20]2[CH:25]=[CH:24][C:23]([NH:26][C:27]([NH2:29])=[O:28])=[CH:22][CH:21]=2)O1.P([O-])([O-])([O-])=O.[K+].[K+].[K+].C(COC)OC. (3) The reactants are: [CH2:1]([O:4][N:5]([C@H:18]1[CH2:23][N:22]([C:24]([O:26][C:27]([CH3:30])([CH3:29])[CH3:28])=[O:25])[C@H:21]([CH2:31][OH:32])[CH:20]=[C:19]1[CH:33]([CH3:35])[CH3:34])[S:6]([C:9]1[CH:14]=[CH:13][CH:12]=[CH:11][C:10]=1[N+:15]([O-:17])=[O:16])(=[O:8])=[O:7])[CH:2]=[CH2:3].C([O:39]N([C@H]1CN(C(OC(C)(C)C)=O)[C@H](C(O)=O)C=C1C)S(C1C=CC=CC=1[N+]([O-])=O)(=O)=O)C=C. Given the product [CH2:1]([O:4][N:5]([C@H:18]1[CH2:23][N:22]([C:24]([O:26][C:27]([CH3:28])([CH3:29])[CH3:30])=[O:25])[C@H:21]([C:31]([OH:39])=[O:32])[CH:20]=[C:19]1[CH:33]([CH3:35])[CH3:34])[S:6]([C:9]1[CH:14]=[CH:13][CH:12]=[CH:11][C:10]=1[N+:15]([O-:17])=[O:16])(=[O:8])=[O:7])[CH:2]=[CH2:3], predict the reactants needed to synthesize it. (4) Given the product [CH:1]1([N:5]2[CH2:6][CH2:7][N:8]([C:11]([C:13]3[CH:14]=[C:15]4[C:19](=[CH:20][CH:21]=3)[N:18]([CH2:37][CH:34]3[CH2:36][CH2:35]3)[C:17]([C:22]([N:24]3[CH2:29][CH2:28][S:27](=[O:30])(=[O:31])[CH2:26][CH2:25]3)=[O:23])=[CH:16]4)=[O:12])[CH2:9][CH2:10]2)[CH2:2][CH2:3][CH2:4]1, predict the reactants needed to synthesize it. The reactants are: [CH:1]1([N:5]2[CH2:10][CH2:9][N:8]([C:11]([C:13]3[CH:14]=[C:15]4[C:19](=[CH:20][CH:21]=3)[NH:18][C:17]([C:22]([N:24]3[CH2:29][CH2:28][S:27](=[O:31])(=[O:30])[CH2:26][CH2:25]3)=[O:23])=[CH:16]4)=[O:12])[CH2:7][CH2:6]2)[CH2:4][CH2:3][CH2:2]1.[H-].[Na+].[CH:34]1([CH2:37]Br)[CH2:36][CH2:35]1. (5) Given the product [OH:1][C@@:2]1([CH3:36])[CH2:7][CH2:6][C@H:5]2[C@H:8]3[C@H:18]([CH2:19][CH2:20][C@:3]12[CH3:4])[C@:16]1([CH3:17])[C:11](=[CH:12][C@@H:13]([OH:21])[CH2:14][CH2:15]1)[CH2:10][C@H:9]3[CH2:22][CH2:23][CH2:24][CH2:25][C:26]1[CH:31]=[CH:30][CH:29]=[C:28]([O:32][C:33](=[O:35])[CH3:34])[CH:27]=1, predict the reactants needed to synthesize it. The reactants are: [OH:1][C@@:2]1([CH3:36])[CH2:7][CH2:6][C@H:5]2[C@H:8]3[C@H:18]([CH2:19][CH2:20][C@:3]12[CH3:4])[C@:16]1([CH3:17])[C:11](=[CH:12][C@@H:13]([OH:21])[CH2:14][CH2:15]1)[CH2:10][C@H:9]3[CH2:22][CH:23]=[CH:24][CH2:25][C:26]1[CH:31]=[CH:30][CH:29]=[C:28]([O:32][C:33](=[O:35])[CH3:34])[CH:27]=1. (6) The reactants are: Cl.[CH3:2][N:3]([CH3:8])[CH2:4][CH2:5][CH2:6]Cl.C1(C)C=CC=CC=1.[C:16]1([CH2:34][OH:35])[S:17][CH:18]=[C:19]2[C:25]=1[C:24]1[CH:26]=[CH:27][CH:28]=[CH:29][C:23]=1[S:22][C:21]1[CH:30]=[CH:31][CH:32]=[CH:33][C:20]2=1. Given the product [C:16]1([CH2:34][O:35][CH2:6][CH2:5][CH2:4][N:3]([CH3:8])[CH3:2])[S:17][CH:18]=[C:19]2[C:25]=1[C:24]1[CH:26]=[CH:27][CH:28]=[CH:29][C:23]=1[S:22][C:21]1[CH:30]=[CH:31][CH:32]=[CH:33][C:20]2=1, predict the reactants needed to synthesize it.